Predict which catalyst facilitates the given reaction. From a dataset of Catalyst prediction with 721,799 reactions and 888 catalyst types from USPTO. Reactant: [NH2:1][C:2]1[C:3](=[N:16][NH:17][C:18]2[CH:23]=[CH:22][CH:21]=[C:20]([F:24])[CH:19]=2)[C:4]([CH2:7][NH:8][C:9](=[O:15])[CH2:10][CH2:11][C:12]([OH:14])=[O:13])=[N:5][N:6]=1.NCC1C(=NNC2C=CC=C(F)C=2)C(N)=NN=1.[Cl-].[NH4+]. Product: [NH2:1][C:2]1[C:3](=[N:16][NH:17][C:18]2[CH:23]=[CH:22][CH:21]=[C:20]([F:24])[CH:19]=2)[C:4]([CH2:7][NH:8][C:9]([CH:10]=[CH:11][C:12]([OH:14])=[O:13])=[O:15])=[N:5][N:6]=1. The catalyst class is: 13.